From a dataset of Full USPTO retrosynthesis dataset with 1.9M reactions from patents (1976-2016). Predict the reactants needed to synthesize the given product. (1) The reactants are: CS([O:5][CH:6]1[CH2:9][N:8]([C:10]2[N:19]=[CH:18][C:17]([C:20]([F:23])([F:22])[F:21])=[CH:16][C:11]=2[C:12]([O:14]C)=[O:13])[CH2:7]1)(=O)=O.[F:24][C:25]([F:35])([F:34])[O:26][C:27]1[CH:28]=[C:29](O)[CH:30]=[CH:31][CH:32]=1. Given the product [F:24][C:25]([F:34])([F:35])[O:26][C:27]1[CH:32]=[C:31]([CH:30]=[CH:29][CH:28]=1)[O:5][CH:6]1[CH2:9][N:8]([C:10]2[N:19]=[CH:18][C:17]([C:20]([F:23])([F:22])[F:21])=[CH:16][C:11]=2[C:12]([OH:14])=[O:13])[CH2:7]1, predict the reactants needed to synthesize it. (2) Given the product [F:17][C:14]([F:15])([F:16])[C:19]([OH:21])=[O:20].[Cl:25][C:26]1[C:27]([O:18][C:8]2[CH:9]=[CH:10][C:11]([O:13][C:14]([F:16])([F:17])[F:15])=[CH:12][C:7]=2[C:4]2[CH:5]=[CH:6][N:1]=[N:2][CH:3]=2)=[CH:28][C:29]([F:48])=[C:30]([S:32]([NH:35][C:43]2[N:44]=[CH:45][S:46][CH:47]=2)(=[O:33])=[O:34])[CH:31]=1, predict the reactants needed to synthesize it. The reactants are: [N:1]1[CH:6]=[CH:5][C:4]([C:7]2[CH:12]=[C:11]([O:13][C:14]([F:17])([F:16])[F:15])[CH:10]=[CH:9][C:8]=2[OH:18])=[CH:3][N:2]=1.[C:19](=O)([O-:21])[O-:20].[K+].[K+].[Cl:25][C:26]1[C:27](F)=[CH:28][C:29]([F:48])=[C:30]([S:32]([N:35]([C:43]2[N:44]=[CH:45][S:46][CH:47]=2)C(=O)OC(C)(C)C)(=[O:34])=[O:33])[CH:31]=1. (3) Given the product [Cl:1][C:2]1[C:11]2[CH2:10][N:9]([C@H:12]([CH:16]([CH3:18])[CH3:17])[C:13]([NH:22][C:23]3[CH:30]=[CH:29][C:26]([C:27]#[N:28])=[CH:25][CH:24]=3)=[O:14])[C:8](=[O:19])[C:7]3=[CH:20][NH:21][C:5]([C:6]=23)=[N:4][CH:3]=1, predict the reactants needed to synthesize it. The reactants are: [Cl:1][C:2]1[C:11]2[CH2:10][N:9]([C@H:12]([CH:16]([CH3:18])[CH3:17])[C:13](O)=[O:14])[C:8](=[O:19])[C:7]3=[CH:20][NH:21][C:5]([C:6]=23)=[N:4][CH:3]=1.[NH2:22][C:23]1[CH:30]=[CH:29][C:26]([C:27]#[N:28])=[CH:25][CH:24]=1.CN(C(ON1N=NC2C=CC=NC1=2)=[N+](C)C)C.F[P-](F)(F)(F)(F)F.